This data is from Full USPTO retrosynthesis dataset with 1.9M reactions from patents (1976-2016). The task is: Predict the reactants needed to synthesize the given product. (1) Given the product [NH:41]1[C:42]2[C:38](=[CH:37][CH:36]=[C:35]([C:2]3[N:7]=[C:6]([NH:8][CH3:9])[N:5]=[C:4]([N:10]4[C@H:15]([CH3:16])[CH2:14][CH2:13][C@H:12]([C:17]([NH:19][CH2:20][C:21]5[CH:26]=[CH:25][CH:24]=[CH:23][CH:22]=5)=[O:18])[CH2:11]4)[CH:3]=3)[CH:43]=2)[CH:39]=[N:40]1, predict the reactants needed to synthesize it. The reactants are: Cl[C:2]1[N:7]=[C:6]([NH:8][CH3:9])[N:5]=[C:4]([N:10]2[C@H:15]([CH3:16])[CH2:14][CH2:13][C@H:12]([C:17]([NH:19][CH2:20][C:21]3[CH:26]=[CH:25][CH:24]=[CH:23][CH:22]=3)=[O:18])[CH2:11]2)[CH:3]=1.CC1(C)C(C)(C)OB([C:35]2[CH:43]=[C:42]3[C:38]([CH:39]=[N:40][NH:41]3)=[CH:37][CH:36]=2)O1.C1(P(C2CCCCC2)C2CCCCC2)CCCCC1.[O-]P([O-])([O-])=O.[K+].[K+].[K+]. (2) Given the product [CH3:17][C:16]1[CH:15]=[C:14]([CH3:20])[NH:13][C:12](=[O:21])[C:11]=1[CH2:10][NH:9][C:7](=[O:8])[C:6]1[CH:22]=[C:2]([C:37]2[CH:38]=[N:39][C:34]([N:28]3[CH2:29][CH2:30][NH:31][CH2:32][CH2:33]3)=[CH:35][CH:36]=2)[CH:3]=[C:4]([NH:24][CH:25]([CH3:26])[CH3:27])[C:5]=1[CH3:23], predict the reactants needed to synthesize it. The reactants are: Br[C:2]1[CH:3]=[C:4]([NH:24][CH:25]([CH3:27])[CH3:26])[C:5]([CH3:23])=[C:6]([CH:22]=1)[C:7]([NH:9][CH2:10][C:11]1[C:12](=[O:21])[NH:13][C:14]([CH3:20])=[CH:15][C:16]=1[CH2:17]CC)=[O:8].[N:28]1([C:34]2[N:39]=[CH:38][C:37](B3OC(C)(C)C(C)(C)O3)=[CH:36][CH:35]=2)[CH2:33][CH2:32][NH:31][CH2:30][CH2:29]1.CN1CCN(C2C=CC(B3OC(C)(C)C(C)(C)O3)=CN=2)CC1. (3) Given the product [C:1]([O:5][C:6](=[O:7])[NH:8][CH2:9][CH2:10][C@H:11]([NH:15][C:16]([O:18][CH2:19][CH:20]1[C:21]2[CH:22]=[CH:23][CH:24]=[CH:25][C:26]=2[C:27]2[C:32]1=[CH:31][CH:30]=[CH:29][CH:28]=2)=[O:17])[CH2:12][OH:13])([CH3:4])([CH3:2])[CH3:3], predict the reactants needed to synthesize it. The reactants are: [C:1]([O:5][C:6]([NH:8][CH2:9][CH2:10][C@H:11]([NH:15][C:16]([O:18][CH2:19][CH:20]1[C:32]2[CH:31]=[CH:30][CH:29]=[CH:28][C:27]=2[C:26]2[C:21]1=[CH:22][CH:23]=[CH:24][CH:25]=2)=[O:17])[C:12](O)=[O:13])=[O:7])([CH3:4])([CH3:3])[CH3:2].ClC(OCC(C)C)=O.CN1CCOCC1.[BH4-].[Na+]. (4) Given the product [ClH:44].[ClH:44].[CH3:27][N:25]([CH3:26])[CH2:24][CH2:23][NH:22][C:21]([C:20]1[N:19]=[C:18]([C:29]([F:30])([F:31])[F:32])[N:15]2[CH2:16][CH2:17][N:12]([C:10](=[O:11])[CH2:9][C@H:8]([NH2:7])[CH2:33][C:34]3[CH:39]=[C:38]([F:40])[C:37]([F:41])=[CH:36][C:35]=3[F:42])[CH2:13][C:14]=12)=[O:28], predict the reactants needed to synthesize it. The reactants are: C(OC(=O)[NH:7][C@H:8]([CH2:33][C:34]1[CH:39]=[C:38]([F:40])[C:37]([F:41])=[CH:36][C:35]=1[F:42])[CH2:9][C:10]([N:12]1[CH2:17][CH2:16][N:15]2[C:18]([C:29]([F:32])([F:31])[F:30])=[N:19][C:20]([C:21](=[O:28])[NH:22][CH2:23][CH2:24][N:25]([CH3:27])[CH3:26])=[C:14]2[CH2:13]1)=[O:11])(C)(C)C.[ClH:44]. (5) Given the product [CH2:1]([O:8][C:9]([NH:11][C@H:12]([C:17]([NH:28][C@H:27]([C:26]([O:25][C:21]([CH3:23])([CH3:22])[CH3:24])=[O:33])[C@H:29]([CH2:31][CH3:32])[CH3:30])=[O:19])[CH2:13][CH2:14][S:15][CH3:16])=[O:10])[C:2]1[CH:3]=[CH:4][CH:5]=[CH:6][CH:7]=1, predict the reactants needed to synthesize it. The reactants are: [CH2:1]([O:8][C:9]([NH:11][C@H:12]([C:17]([OH:19])=O)[CH2:13][CH2:14][S:15][CH3:16])=[O:10])[C:2]1[CH:7]=[CH:6][CH:5]=[CH:4][CH:3]=1.Cl.[C:21]([O:25][C:26](=[O:33])[C@H:27]([C@H:29]([CH2:31][CH3:32])[CH3:30])[NH2:28])([CH3:24])([CH3:23])[CH3:22].C1C=CC2N(O)N=NC=2C=1.Cl.CN(C)CCCN=C=NCC. (6) Given the product [Cl:23][C:24]1[CH:33]=[CH:32][C:27]([C:28]([O:30][CH3:31])=[O:29])=[C:26]([NH:34][C:35]([NH:11][S:8]([C:4]2[CH:5]=[CH:6][CH:7]=[C:2]([OH:1])[CH:3]=2)(=[O:9])=[O:10])=[O:36])[CH:25]=1, predict the reactants needed to synthesize it. The reactants are: [OH:1][C:2]1[CH:3]=[C:4]([S:8]([NH2:11])(=[O:10])=[O:9])[CH:5]=[CH:6][CH:7]=1.C1CCN2C(=NCCC2)CC1.[Cl:23][C:24]1[CH:25]=[C:26]([NH:34][C:35](OC2C=CC=CC=2)=[O:36])[C:27](=[CH:32][CH:33]=1)[C:28]([O:30][CH3:31])=[O:29].Cl. (7) Given the product [F:16][C:17]1[CH:22]=[C:21]([F:23])[CH:20]=[CH:19][C:18]=1[C:24]1[CH:29]=[CH:28][N:27]=[C:26]([N:30]2[CH2:31][CH2:32][N:33]([C:8]([NH:7][C:3]3[CH:2]=[N:1][CH:6]=[CH:5][CH:4]=3)=[O:15])[CH2:34][CH2:35]2)[N:25]=1, predict the reactants needed to synthesize it. The reactants are: [N:1]1[CH:6]=[CH:5][CH:4]=[C:3]([NH:7][C:8](=[O:15])OCC(Cl)(Cl)Cl)[CH:2]=1.[F:16][C:17]1[CH:22]=[C:21]([F:23])[CH:20]=[CH:19][C:18]=1[C:24]1[CH:29]=[CH:28][N:27]=[C:26]([N:30]2[CH2:35][CH2:34][NH:33][CH2:32][CH2:31]2)[N:25]=1.